From a dataset of Full USPTO retrosynthesis dataset with 1.9M reactions from patents (1976-2016). Predict the reactants needed to synthesize the given product. (1) Given the product [Cl:9][CH2:10][C:11]1[C:8]2[C:1](=[CH:3][C:4]([OH:5])=[CH:6][CH:7]=2)[O:2][C:13](=[O:14])[CH:12]=1, predict the reactants needed to synthesize it. The reactants are: [C:1]1([CH:8]=[CH:7][CH:6]=[C:4]([OH:5])[CH:3]=1)[OH:2].[Cl:9][CH2:10][C:11](=O)[CH2:12][C:13](OCC)=[O:14].S(=O)(=O)(O)O.O. (2) Given the product [ClH:42].[ClH:42].[CH2:1]([C:3]1[C:12]2[C:7](=[CH:8][C:9]([O:13][CH3:14])=[CH:10][CH:11]=2)[C:6]([NH:15][CH:16]2[CH2:21][CH2:20][N:19]([CH2:22][C:23]3[CH:28]=[CH:27][C:26]([C:29]#[CH:30])=[CH:25][CH:24]=3)[CH2:18][CH2:17]2)=[N:5][N:4]=1)[CH3:2], predict the reactants needed to synthesize it. The reactants are: [CH2:1]([C:3]1[C:12]2[C:7](=[CH:8][C:9]([O:13][CH3:14])=[CH:10][CH:11]=2)[C:6]([NH:15][CH:16]2[CH2:21][CH2:20][N:19]([CH2:22][C:23]3[CH:28]=[CH:27][C:26]([C:29]#[C:30][Si](C)(C)C)=[CH:25][CH:24]=3)[CH2:18][CH2:17]2)=[N:5][N:4]=1)[CH3:2].C(=O)([O-])[O-].[K+].[K+].O.[ClH:42].